This data is from Catalyst prediction with 721,799 reactions and 888 catalyst types from USPTO. The task is: Predict which catalyst facilitates the given reaction. (1) Reactant: [CH:1]1([N:7]2[C:11]3[N:12]=[C:13]([CH:17]4[CH2:20][N:19]([C:21](=[S:23])[NH2:22])[CH2:18]4)[NH:14][C:15](=[O:16])[C:10]=3[CH:9]=[N:8]2)[CH2:6][CH2:5][CH2:4][CH2:3][CH2:2]1.Cl[CH2:25][C:26](=O)[C:27]([CH3:30])([CH3:29])[CH3:28]. Product: [C:27]([C:26]1[N:22]=[C:21]([N:19]2[CH2:18][CH:17]([C:13]3[NH:14][C:15](=[O:16])[C:10]4[CH:9]=[N:8][N:7]([CH:1]5[CH2:2][CH2:3][CH2:4][CH2:5][CH2:6]5)[C:11]=4[N:12]=3)[CH2:20]2)[S:23][CH:25]=1)([CH3:30])([CH3:29])[CH3:28]. The catalyst class is: 14. (2) Reactant: Cl[C:2]1[N:7]=[C:6]([C:8]2[C:9]([C:13]3[CH:18]=[CH:17][C:16]([F:19])=[CH:15][CH:14]=3)=[N:10][NH:11][CH:12]=2)[CH:5]=[CH:4][N:3]=1.[CH:20]1([NH2:23])[CH2:22][CH2:21]1. Product: [CH:20]1([NH:23][C:2]2[N:7]=[C:6]([C:8]3[C:9]([C:13]4[CH:18]=[CH:17][C:16]([F:19])=[CH:15][CH:14]=4)=[N:10][NH:11][CH:12]=3)[CH:5]=[CH:4][N:3]=2)[CH2:22][CH2:21]1. The catalyst class is: 5. (3) Reactant: C(O[C@@H:5]1[O:22][C@H:21]([CH2:23][O:24][C:25](=[O:27])[CH3:26])[C@@H:16]([O:17][C:18](=[O:20])[CH3:19])[C@H:11]([O:12][C:13](=[O:15])[CH3:14])[C@H:6]1[O:7][C:8](=[O:10])[CH3:9])(=O)C.[Al+3].[Cl-:29].[Cl-].[Cl-].C1(C)C=CC=CC=1.[Si](O)(O)(O)O. Product: [CH3:26][C:25]([O:24][CH2:23][C@H:21]1[O:22][C@@H:5]([Cl:29])[C@H:6]([O:7][C:8]([CH3:9])=[O:10])[C@@H:11]([O:12][C:13]([CH3:14])=[O:15])[C@@H:16]1[O:17][C:18]([CH3:19])=[O:20])=[O:27]. The catalyst class is: 22. (4) The catalyst class is: 43. Reactant: [CH3:1][O:2][C:3](=[O:26])[C@@H:4]([NH:15]C(OCC1C=CC=CC=1)=O)[CH2:5][CH2:6][O:7][Si:8]([C:11]([CH3:14])([CH3:13])[CH3:12])([CH3:10])[CH3:9].[H][H]. Product: [CH3:1][O:2][C:3](=[O:26])[C@@H:4]([NH2:15])[CH2:5][CH2:6][O:7][Si:8]([C:11]([CH3:12])([CH3:13])[CH3:14])([CH3:9])[CH3:10]. (5) Reactant: [CH:1]([C:4]1[C:5]([O:36][CH3:37])=[N:6][C:7]([CH3:35])=[C:8]([CH2:21][C:22]2([CH2:25][O:26]C3C=CC(OC)=CC=3)[CH2:24][CH2:23]2)[C:9]=1[C:10]([C:12]1[CH:13]=[C:14]([CH:17]=[C:18]([CH3:20])[CH:19]=1)[C:15]#[N:16])=[O:11])([CH3:3])[CH3:2].ClC1C=CC=C(C(OO)=O)C=1. Product: [OH:26][CH2:25][C:22]1([CH2:21][C:8]2[C:7]([CH3:35])=[N:6][C:5]([O:36][CH3:37])=[C:4]([CH:1]([CH3:2])[CH3:3])[C:9]=2[C:10]([C:12]2[CH:13]=[C:14]([CH:17]=[C:18]([CH3:20])[CH:19]=2)[C:15]#[N:16])=[O:11])[CH2:23][CH2:24]1. The catalyst class is: 4.